From a dataset of Forward reaction prediction with 1.9M reactions from USPTO patents (1976-2016). Predict the product of the given reaction. Given the reactants Br[C:2]1[CH:3]=[N:4][CH:5]=[C:6]([C@@H:8]2[CH2:12][CH2:11][CH2:10][N:9]2[C@@H:13]([C:15]2[CH:20]=[CH:19][C:18]([O:21][CH3:22])=[CH:17][CH:16]=2)[CH3:14])[CH:7]=1.[CH2:23]([O:25][C:26]([C:28]1[C:29]2[CH:30]=[CH:31][NH:32][C:33]=2[CH:34]=[CH:35][CH:36]=1)=[O:27])[CH3:24].C([O-])([O-])=O.[K+].[K+], predict the reaction product. The product is: [CH2:23]([O:25][C:26]([C:28]1[C:29]2[CH:30]=[CH:31][N:32]([C:2]3[CH:3]=[N:4][CH:5]=[C:6]([C@@H:8]4[CH2:12][CH2:11][CH2:10][N:9]4[C@@H:13]([C:15]4[CH:20]=[CH:19][C:18]([O:21][CH3:22])=[CH:17][CH:16]=4)[CH3:14])[CH:7]=3)[C:33]=2[CH:34]=[CH:35][CH:36]=1)=[O:27])[CH3:24].